Dataset: Reaction yield outcomes from USPTO patents with 853,638 reactions. Task: Predict the reaction yield, written as a fraction of the theoretical maximum amount of product (1.0 means a 100% yield; for example, 0.34 means a 34% yield). (1) The reactants are F.F.F.C(N(CC)CC)C.[Si]([O:28][CH2:29][C@H:30]1[O:34][C@@H:33]([N:35]2[CH:42]=[C:41]([CH3:43])[C:39](=[O:40])[NH:38][C:36]2=[O:37])[C@H:32]([O:44][CH2:45][CH2:46][O:47][N:48]([CH3:50])[CH3:49])[C@@H:31]1[OH:51])(C(C)(C)C)(C1C=CC=CC=1)C1C=CC=CC=1.CO. The catalyst is C1COCC1.C(Cl)Cl. The product is [CH3:49][N:48]([CH3:50])[O:47][CH2:46][CH2:45][O:44][C@@H:32]1[C@H:31]([OH:51])[C@@H:30]([CH2:29][OH:28])[O:34][C@H:33]1[N:35]1[CH:42]=[C:41]([CH3:43])[C:39](=[O:40])[NH:38][C:36]1=[O:37]. The yield is 0.925. (2) The reactants are [Cl:1][C:2]1[CH:10]=[C:9]2[C:5]([C:6]([C:16](=[O:21])C(F)(F)F)=[CH:7][N:8]2[CH2:11][C:12]([NH:14][CH3:15])=[O:13])=[CH:4][CH:3]=1.C[Si](C)(C)[O-:24].[Na+]. The catalyst is ClCCCl. The product is [Cl:1][C:2]1[CH:10]=[C:9]2[C:5]([C:6]([C:16]([OH:21])=[O:24])=[CH:7][N:8]2[CH2:11][C:12](=[O:13])[NH:14][CH3:15])=[CH:4][CH:3]=1. The yield is 0.270.